From a dataset of Reaction yield outcomes from USPTO patents with 853,638 reactions. Predict the reaction yield, written as a fraction of the theoretical maximum amount of product (1.0 means a 100% yield; for example, 0.34 means a 34% yield). (1) The reactants are [CH3:1][O:2][C:3]1[CH:8]=[CH:7][C:6](/[CH:9]=[CH:10]/[N+:11]([O-:13])=[O:12])=[CH:5][CH:4]=1.[Li][C:15]1[CH:16]=[CH:17][CH:18]=[CH:19][CH:20]=1.CO.[NH4+].[Cl-]. The catalyst is C1COCC1.[Cl-].[Na+].O. The product is [CH3:1][O:2][C:3]1[CH:4]=[CH:5][C:6]([CH:9]([C:15]2[CH:16]=[CH:17][CH:18]=[CH:19][CH:20]=2)[CH2:10][N+:11]([O-:13])=[O:12])=[CH:7][CH:8]=1. The yield is 0.680. (2) The reactants are Cl.Cl.[OH:3][C:4]1[CH:5]=[C:6]([C:11]2[N:12]=[C:13]3[C:18](=[N:19][C:20]=2[C:21]2[CH:26]=[CH:25][C:24]([OH:27])=[C:23]([OH:28])[CH:22]=2)[N:17]=[C:16]([NH2:29])[N:15]=[C:14]3[NH2:30])[CH:7]=[CH:8][C:9]=1[OH:10].C([O-])(O)=O.[Na+]. The catalyst is O. The product is [OH:3][C:4]1[CH:5]=[C:6]([C:11]2[N:12]=[C:13]3[C:18](=[N:19][C:20]=2[C:21]2[CH:26]=[CH:25][C:24]([OH:27])=[C:23]([OH:28])[CH:22]=2)[N:17]=[C:16]([NH2:29])[N:15]=[C:14]3[NH2:30])[CH:7]=[CH:8][C:9]=1[OH:10]. The yield is 0.965. (3) The reactants are B(Br)(Br)Br.[F:5][C:6]1[CH:7]=[C:8]([S:13][C:14]2[CH:15]=[C:16]3[C:24]([NH:25][C:26](=[O:47])[C:27]4[CH:32]=[CH:31][C:30]([N:33]5[CH2:38][CH2:37][N:36]([CH3:39])[CH2:35][CH2:34]5)=[CH:29][C:28]=4[NH:40][CH:41]4[CH2:46][CH2:45][O:44][CH2:43][CH2:42]4)=[N:23][NH:22][C:17]3=[N:18][C:19]=2[O:20]C)[CH:9]=[C:10]([F:12])[CH:11]=1.CO. The catalyst is ClCCl.ClCCCl. The product is [F:5][C:6]1[CH:7]=[C:8]([S:13][C:14]2[CH:15]=[C:16]3[C:24]([NH:25][C:26](=[O:47])[C:27]4[CH:32]=[CH:31][C:30]([N:33]5[CH2:38][CH2:37][N:36]([CH3:39])[CH2:35][CH2:34]5)=[CH:29][C:28]=4[NH:40][CH:41]4[CH2:42][CH2:43][O:44][CH2:45][CH2:46]4)=[N:23][NH:22][C:17]3=[N:18][C:19]=2[OH:20])[CH:9]=[C:10]([F:12])[CH:11]=1. The yield is 0.240. (4) The reactants are CC1(C)C(C)(C)OB([C:9]2[CH:17]=[CH:16][CH:15]=[C:14]3[C:10]=2[CH:11]=[CH:12][NH:13]3)O1.[Br:19][C:20]1[CH:25]=[CH:24][C:23](Br)=[CH:22][CH:21]=1.[OH-].[Na+]. The yield is 0.550. The product is [Br:19][C:20]1[CH:25]=[CH:24][C:23]([C:9]2[CH:17]=[CH:16][CH:15]=[C:14]3[C:10]=2[CH:11]=[CH:12][NH:13]3)=[CH:22][CH:21]=1. The catalyst is C1COCC1.[Pd].C(OCC)(=O)C. (5) The reactants are [N:1]1([C:7]2[CH:16]=[CH:15][CH:14]=[C:13]3[C:8]=2[C:9]([NH2:18])=[N:10][C:11]([NH2:17])=[N:12]3)[CH2:6][CH2:5][NH:4][CH2:3][CH2:2]1.[Cl:19][C:20]1[CH:21]=[C:22]([CH:25]=[CH:26][C:27]=1[Cl:28])[CH2:23]Cl. No catalyst specified. The product is [Cl:19][C:20]1[CH:21]=[C:22]([CH:25]=[CH:26][C:27]=1[Cl:28])[CH2:23][N:4]1[CH2:5][CH2:6][N:1]([C:7]2[CH:16]=[CH:15][CH:14]=[C:13]3[C:8]=2[C:9]([NH2:18])=[N:10][C:11]([NH2:17])=[N:12]3)[CH2:2][CH2:3]1. The yield is 0.690. (6) The reactants are Cl.[CH2:2]([O:4][C:5]([C:7]1([NH2:13])[CH2:12][CH2:11][CH2:10][CH2:9][CH2:8]1)=[O:6])[CH3:3].Cl.[CH2:15]([N:18]1[CH2:23][CH2:22][N:21]([C:24]2[CH:32]=[CH:31][C:27]([C:28](O)=[O:29])=[CH:26][CH:25]=2)[CH2:20][CH2:19]1)[CH2:16][CH3:17]. No catalyst specified. The product is [CH2:2]([O:4][C:5]([C:7]1([NH:13][C:28]([C:27]2[CH:26]=[CH:25][C:24]([N:21]3[CH2:20][CH2:19][N:18]([CH2:15][CH2:16][CH3:17])[CH2:23][CH2:22]3)=[CH:32][CH:31]=2)=[O:29])[CH2:12][CH2:11][CH2:10][CH2:9][CH2:8]1)=[O:6])[CH3:3]. The yield is 0.650. (7) The yield is 0.750. The reactants are C[O:2][C:3]([C:5]1[CH:6]=[C:7]([C:16]2[CH:21]=[CH:20][C:19]([CH3:22])=[CH:18][CH:17]=2)[CH:8]=[C:9]([C:11]2[S:12][CH:13]=[CH:14][N:15]=2)[CH:10]=1)=[O:4].O[Li].O. The product is [CH3:22][C:19]1[CH:18]=[CH:17][C:16]([C:7]2[CH:8]=[C:9]([C:11]3[S:12][CH:13]=[CH:14][N:15]=3)[CH:10]=[C:5]([C:3]([OH:4])=[O:2])[CH:6]=2)=[CH:21][CH:20]=1. The catalyst is C1COCC1.O. (8) The reactants are [F:1][C:2]([F:7])([F:6])[CH:3]([NH2:5])[CH3:4].C(=O)([O-])[O-].[K+].[K+].[F:14][CH2:15][CH2:16][CH2:17]Br. The catalyst is C(#N)C. The product is [F:14][CH2:15][CH2:16][CH2:17][NH:5][CH:3]([CH3:4])[C:2]([F:7])([F:6])[F:1]. The yield is 0.123.